The task is: Predict which catalyst facilitates the given reaction.. This data is from Catalyst prediction with 721,799 reactions and 888 catalyst types from USPTO. (1) Reactant: [H-].[Na+].[Cl:3][C:4]1[C:5]([NH2:10])=[N:6][O:7][C:8]=1[CH3:9].[S:11]1[C:15]2=[N:16][CH:17]=[CH:18][CH:19]=[C:14]2[C:13]([S:20](Cl)(=[O:22])=[O:21])=[CH:12]1. Product: [Cl:3][C:4]1[C:5]([NH:10][S:20]([C:13]2[C:14]3[C:15](=[N:16][CH:17]=[CH:18][CH:19]=3)[S:11][CH:12]=2)(=[O:22])=[O:21])=[N:6][O:7][C:8]=1[CH3:9]. The catalyst class is: 1. (2) Reactant: [C:1]1([CH:8]=[CH:7][CH:6]=[C:4]([OH:5])[CH:3]=1)[OH:2].[CH2:9]=[O:10].[OH-].[Na+]. Product: [C:1]1([CH:8]=[CH:7][CH:6]=[C:4]([OH:5])[CH:3]=1)[OH:2].[CH2:9]=[O:10]. The catalyst class is: 6. (3) Reactant: [N:1]([CH2:4][CH2:5][NH:6]C(=O)CCCCCCCCCCCCC)=[N+:2]=[N-:3].[C:22]([C:26]1[CH:34]=[CH:33][C:29]([C:30](Cl)=[O:31])=[CH:28][CH:27]=1)([CH3:25])([CH3:24])[CH3:23].N(CCN)=[N+]=[N-].C(N(CC)CC)C. Product: [N:1]([CH2:4][CH2:5][NH:6][C:30](=[O:31])[C:29]1[CH:33]=[CH:34][C:26]([C:22]([CH3:25])([CH3:24])[CH3:23])=[CH:27][CH:28]=1)=[N+:2]=[N-:3]. The catalyst class is: 4. (4) Reactant: [ClH:1].Cl.[F:3][C:4]1[C:5]2[N:6]([CH:25]=[C:26]([CH3:28])[N:27]=2)[CH:7]=[C:8]([NH:10][C:11](=[O:24])[C:12]2[CH:17]=[CH:16][C:15]([C:18]3[CH2:19][CH2:20][NH:21][CH2:22][CH:23]=3)=[N:14][CH:13]=2)[CH:9]=1. Product: [ClH:1].[ClH:1].[F:3][C:4]1[C:5]2[N:6]([CH:25]=[C:26]([CH3:28])[N:27]=2)[CH:7]=[C:8]([NH:10][C:11](=[O:24])[C:12]2[CH:17]=[CH:16][C:15]([CH:18]3[CH2:23][CH2:22][NH:21][CH2:20][CH2:19]3)=[N:14][CH:13]=2)[CH:9]=1. The catalyst class is: 541.